Dataset: Peptide-MHC class I binding affinity with 185,985 pairs from IEDB/IMGT. Task: Regression. Given a peptide amino acid sequence and an MHC pseudo amino acid sequence, predict their binding affinity value. This is MHC class I binding data. (1) The peptide sequence is GMLPVCPLI. The MHC is HLA-A11:01 with pseudo-sequence HLA-A11:01. The binding affinity (normalized) is 0. (2) The peptide sequence is FQWWRSHPL. The MHC is HLA-C07:01 with pseudo-sequence HLA-C07:01. The binding affinity (normalized) is 0.378. (3) The peptide sequence is LPQTRWQAV. The MHC is HLA-A02:01 with pseudo-sequence HLA-A02:01. The binding affinity (normalized) is 0.0847.